From a dataset of TCR-epitope binding with 47,182 pairs between 192 epitopes and 23,139 TCRs. Binary Classification. Given a T-cell receptor sequence (or CDR3 region) and an epitope sequence, predict whether binding occurs between them. The epitope is IPSINVHHY. The TCR CDR3 sequence is CSAQLQLGNEQFF. Result: 0 (the TCR does not bind to the epitope).